Dataset: Peptide-MHC class I binding affinity with 185,985 pairs from IEDB/IMGT. Task: Regression. Given a peptide amino acid sequence and an MHC pseudo amino acid sequence, predict their binding affinity value. This is MHC class I binding data. (1) The peptide sequence is YRRKLTNPA. The MHC is HLA-A02:16 with pseudo-sequence HLA-A02:16. The binding affinity (normalized) is 0.0847. (2) The peptide sequence is FHKKRVEPL. The MHC is HLA-B44:02 with pseudo-sequence HLA-B44:02. The binding affinity (normalized) is 0.0847. (3) The peptide sequence is SRQRQAIPY. The MHC is HLA-B48:01 with pseudo-sequence HLA-B48:01. The binding affinity (normalized) is 0.0847. (4) The binding affinity (normalized) is 0.401. The MHC is HLA-A68:01 with pseudo-sequence HLA-A68:01. The peptide sequence is TQMKSLVTK. (5) The peptide sequence is GMNPYHLAA. The MHC is HLA-A02:19 with pseudo-sequence HLA-A02:19. The binding affinity (normalized) is 0.421.